This data is from Forward reaction prediction with 1.9M reactions from USPTO patents (1976-2016). The task is: Predict the product of the given reaction. (1) Given the reactants [C:1]([C:3]1([C:9](OC)=[O:10])[CH2:8][CH2:7][O:6][CH2:5][CH2:4]1)#[N:2].CO.O.[BH4-].[Na+], predict the reaction product. The product is: [C:1]([C:3]1([CH2:9][OH:10])[CH2:8][CH2:7][O:6][CH2:5][CH2:4]1)#[N:2]. (2) Given the reactants [F:1][C:2]([F:23])([F:22])[C:3]1[CH:8]=[C:7]([C:9]2[CH:10]=[CH:11][C:12]3[N:19]4[CH2:20][C@H:15]([CH2:16][CH2:17][CH2:18]4)[NH:14][C:13]=3[N:21]=2)[CH:6]=[CH:5][N:4]=1.C(N(CC)CC)C.ClC(Cl)(O[C:35](=[O:41])OC(Cl)(Cl)Cl)Cl.[F:43][C:44]1[CH:45]=[C:46]([NH2:50])[CH:47]=[N:48][CH:49]=1, predict the reaction product. The product is: [F:43][C:44]1[CH:45]=[C:46]([NH:50][C:35]([N:14]2[C@@H:15]3[CH2:20][N:19]([CH2:18][CH2:17][CH2:16]3)[C:12]3[CH:11]=[CH:10][C:9]([C:7]4[CH:6]=[CH:5][N:4]=[C:3]([C:2]([F:1])([F:22])[F:23])[CH:8]=4)=[N:21][C:13]2=3)=[O:41])[CH:47]=[N:48][CH:49]=1. (3) Given the reactants Cl[C:2]1[C:3]2[CH:10]=[CH:9][NH:8][C:4]=2[N:5]=[CH:6][N:7]=1.[OH-:11].[K+].O.[CH3:14]O, predict the reaction product. The product is: [CH3:14][O:11][C:2]1[C:3]2[CH:10]=[CH:9][NH:8][C:4]=2[N:5]=[CH:6][N:7]=1. (4) Given the reactants [CH3:1][O:2][C:3]1[CH:8]=[C:7]([CH3:9])[C:6]([S:10]([N:13]([CH2:15][C:16]2[O:20][CH:19]=[C:18]([C:21](O)=[O:22])[CH:17]=2)[CH3:14])(=[O:12])=[O:11])=[C:5]([CH3:24])[CH:4]=1.[CH:25]1C=CC2N(O)N=NC=2C=1.CCN=C=NCCCN(C)C.[CH3:46][C:47]1([CH3:56])[CH2:52][CH:51]([NH2:53])[CH2:50][C:49]([CH3:55])([CH3:54])[NH:48]1, predict the reaction product. The product is: [CH3:1][O:2][C:3]1[CH:8]=[C:7]([CH3:9])[C:6]([S:10]([N:13]([CH2:15][C:16]2[O:20][CH:19]=[C:18]([C:21]([NH:53][CH:51]3[CH2:50][C:49]([CH3:55])([CH3:54])[N:48]([CH3:25])[C:47]([CH3:56])([CH3:46])[CH2:52]3)=[O:22])[CH:17]=2)[CH3:14])(=[O:11])=[O:12])=[C:5]([CH3:24])[CH:4]=1. (5) Given the reactants Br[C:2]1[C:3](=[O:13])[O:4][C:5]2[C:10]([CH:11]=1)=[CH:9][CH:8]=[C:7]([F:12])[CH:6]=2.[CH3:14][O:15][C:16]1[CH:21]=[CH:20][CH:19]=[C:18](B2OC(C)(C)C(C)(C)O2)[N:17]=1.C([O-])([O-])=O.[Cs+].[Cs+].C1(P(C2CCCCC2)C2C=CC=CC=2C2C(OC)=CC=CC=2OC)CCCCC1, predict the reaction product. The product is: [F:12][C:7]1[CH:6]=[C:5]2[C:10]([CH:11]=[C:2]([C:18]3[CH:19]=[CH:20][CH:21]=[C:16]([O:15][CH3:14])[N:17]=3)[C:3](=[O:13])[O:4]2)=[CH:9][CH:8]=1. (6) Given the reactants C(OCN1C2C(N)=NC(CCCC)=NC=2C(C#CCCCCN2CCCC2)=C1C)C1C=CC=CC=1.[CH2:36]([O:43][CH2:44][N:45]1[C:53]2[C:52]([NH2:54])=[N:51][C:50]([CH2:55][CH2:56][O:57][CH3:58])=[N:49][C:48]=2[C:47]([C:59]#[C:60][CH2:61][CH2:62][CH2:63]Cl)=[CH:46]1)[C:37]1[CH:42]=[CH:41][CH:40]=[CH:39][CH:38]=1.Cl.[F:66][C@@H:67]1[CH2:71][CH2:70][NH:69][CH2:68]1, predict the reaction product. The product is: [CH2:36]([O:43][CH2:44][N:45]1[C:53]2[C:52]([NH2:54])=[N:51][C:50]([CH2:55][CH2:56][O:57][CH3:58])=[N:49][C:48]=2[C:47]([C:59]#[C:60][CH2:61][CH2:62][CH2:63][N:69]2[CH2:70][CH2:71][C@@H:67]([F:66])[CH2:68]2)=[CH:46]1)[C:37]1[CH:42]=[CH:41][CH:40]=[CH:39][CH:38]=1. (7) Given the reactants C([O:3][C:4](=O)[CH:5]=[C:6]([O:18][C:19]1[CH:24]=[CH:23][CH:22]=[CH:21][C:20]=1[Cl:25])[CH2:7][NH:8][C@H:9]([C:14]([O:16][CH3:17])=[O:15])[CH2:10][CH2:11][S:12][CH3:13])C, predict the reaction product. The product is: [CH3:17][O:16][C:14](=[O:15])[C@@H:9]([N:8]1[CH2:7][C:6]([O:18][C:19]2[CH:24]=[CH:23][CH:22]=[CH:21][C:20]=2[Cl:25])=[CH:5][C:4]1=[O:3])[CH2:10][CH2:11][S:12][CH3:13].